This data is from Forward reaction prediction with 1.9M reactions from USPTO patents (1976-2016). The task is: Predict the product of the given reaction. (1) Given the reactants [OH:1][CH2:2][C:3]1[CH:4]=[CH:5][C:6]([O:11][C:12]2[CH:13]=[N:14][C:15]([CH3:18])=[CH:16][CH:17]=2)=[C:7]([CH:10]=1)[C:8]#[N:9].Cl[C:20]1[CH:30]=[C:24]2[N:25]([CH3:29])[CH2:26][CH2:27][CH2:28][N:23]2[C:22](=[O:31])[N:21]=1, predict the reaction product. The product is: [CH3:29][N:25]1[CH2:26][CH2:27][CH2:28][N:23]2[C:22](=[O:31])[N:21]=[C:20]([O:1][CH2:2][C:3]3[CH:4]=[CH:5][C:6]([O:11][C:12]4[CH:13]=[N:14][C:15]([CH3:18])=[CH:16][CH:17]=4)=[C:7]([CH:10]=3)[C:8]#[N:9])[CH:30]=[C:24]12. (2) Given the reactants [CH2:1]([C:3]1[CH:4]=[C:5]([NH:15][C:16](=[O:24])OC2C=CC=CC=2)[CH:6]=[C:7]([C:9]2[CH:10]=[N:11][CH:12]=[CH:13][CH:14]=2)[CH:8]=1)[CH3:2].[CH3:25][O:26][C:27]1[CH:28]=[C:29]2[C:33](=[CH:34][C:35]=1[C:36]([F:39])([F:38])[F:37])[NH:32][CH2:31][CH2:30]2, predict the reaction product. The product is: [CH2:1]([C:3]1[CH:8]=[C:7]([C:9]2[CH:10]=[N:11][CH:12]=[CH:13][CH:14]=2)[CH:6]=[C:5]([NH:15][C:16]([N:32]2[C:33]3[C:29](=[CH:28][C:27]([O:26][CH3:25])=[C:35]([C:36]([F:38])([F:39])[F:37])[CH:34]=3)[CH2:30][CH2:31]2)=[O:24])[CH:4]=1)[CH3:2]. (3) Given the reactants [C:1]1([S:7]([N:10]2[C:18]3[C:13](=[CH:14][CH:15]=[C:16]([N+:19]([O-:21])=[O:20])[CH:17]=3)[C:12](Br)=[CH:11]2)(=[O:9])=[O:8])[CH:6]=[CH:5][CH:4]=[CH:3][CH:2]=1.[C:23]([C:25]1[CH:30]=[CH:29][C:28](B(O)O)=[CH:27][CH:26]=1)#[N:24].C(N1C2C(=CC=C([N+]([O-])=O)C=2)C(C2C=CC(C#N)=CC=2)=C1)(C)C, predict the reaction product. The product is: [C:1]1([S:7]([N:10]2[C:18]3[C:13](=[CH:14][CH:15]=[C:16]([N+:19]([O-:21])=[O:20])[CH:17]=3)[C:12]([C:28]3[CH:29]=[CH:30][C:25]([C:23]#[N:24])=[CH:26][CH:27]=3)=[CH:11]2)(=[O:9])=[O:8])[CH:6]=[CH:5][CH:4]=[CH:3][CH:2]=1. (4) Given the reactants [CH3:1][N:2]1[CH:7]=[C:6]([C:8]2[CH:9]=[C:10]([CH:14]=[CH:15][C:16]=2[O:17][C:18]2[CH:23]=[CH:22][CH:21]=[CH:20][CH:19]=2)[C:11](O)=[O:12])[C:5]2[CH:24]=[CH:25][NH:26][C:4]=2[C:3]1=[O:27].C(Cl)(=O)C([Cl:31])=O.CN(C)C=O, predict the reaction product. The product is: [CH3:1][N:2]1[CH:7]=[C:6]([C:8]2[CH:9]=[C:10]([CH:14]=[CH:15][C:16]=2[O:17][C:18]2[CH:23]=[CH:22][CH:21]=[CH:20][CH:19]=2)[C:11]([Cl:31])=[O:12])[C:5]2[CH:24]=[CH:25][NH:26][C:4]=2[C:3]1=[O:27]. (5) The product is: [O:1]=[C:2]1[CH2:3][C:4]([CH2:28][C:29]#[N:30])([N:6]2[CH:10]=[C:9]([C:11]3[C:12]4[CH:19]=[CH:18][N:17]([CH2:20][O:21][CH2:22][CH2:23][Si:24]([CH3:25])([CH3:27])[CH3:26])[C:13]=4[N:14]=[CH:15][N:16]=3)[CH:8]=[N:7]2)[CH2:5]1. Given the reactants [OH:1][CH:2]1[CH2:5][C:4]([CH2:28][C:29]#[N:30])([N:6]2[CH:10]=[C:9]([C:11]3[C:12]4[CH:19]=[CH:18][N:17]([CH2:20][O:21][CH2:22][CH2:23][Si:24]([CH3:27])([CH3:26])[CH3:25])[C:13]=4[N:14]=[CH:15][N:16]=3)[CH:8]=[N:7]2)[CH2:3]1.CC(OI1(OC(C)=O)(OC(C)=O)OC(=O)C2C=CC=CC1=2)=O.[OH-].[Na+], predict the reaction product. (6) Given the reactants [CH3:1][N:2]([CH3:7])[CH2:3][C:4]([OH:6])=O.[Cl:8][C:9]1[CH:10]=[C:11]([NH:23][C:24]2[C:33]3[C:28](=[CH:29][CH:30]=[CH:31][C:32]=3[O:34][CH2:35][C@@H:36]3[CH2:40][CH2:39][CH2:38][N:37]3C(=O)CO)[N:27]=[CH:26][N:25]=2)[CH:12]=[CH:13][C:14]=1[O:15][CH2:16][C:17]1[CH:22]=[CH:21][CH:20]=[CH:19][N:18]=1, predict the reaction product. The product is: [Cl:8][C:9]1[CH:10]=[C:11]([NH:23][C:24]2[C:33]3[C:28](=[CH:29][CH:30]=[CH:31][C:32]=3[O:34][CH2:35][C@@H:36]3[CH2:40][CH2:39][CH2:38][N:37]3[C:4](=[O:6])[CH2:3][N:2]([CH3:7])[CH3:1])[N:27]=[CH:26][N:25]=2)[CH:12]=[CH:13][C:14]=1[O:15][CH2:16][C:17]1[CH:22]=[CH:21][CH:20]=[CH:19][N:18]=1. (7) Given the reactants [OH-].[Na+].C([O:5][C:6]([CH:8]1[CH2:12][CH2:11][CH2:10][N:9]1[C:13](=[O:36])[CH2:14][O:15][C:16]1[CH:21]=[CH:20][CH:19]=[CH:18][C:17]=1[CH2:22][C:23]1[NH:24][C:25](=[O:35])[C:26]2[NH:31][N:30]=[C:29]([CH:32]([CH3:34])[CH3:33])[C:27]=2[N:28]=1)=[O:7])C.Cl, predict the reaction product. The product is: [CH:32]([C:29]1[C:27]2[N:28]=[C:23]([CH2:22][C:17]3[CH:18]=[CH:19][CH:20]=[CH:21][C:16]=3[O:15][CH2:14][C:13]([N:9]3[CH2:10][CH2:11][CH2:12][CH:8]3[C:6]([OH:7])=[O:5])=[O:36])[NH:24][C:25](=[O:35])[C:26]=2[NH:31][N:30]=1)([CH3:34])[CH3:33]. (8) Given the reactants [CH3:1][N:2]1[C:6]([C:7]2[CH:8]=[C:9]3[C:13](=[CH:14][CH:15]=2)[C:12](=O)[CH2:11][CH:10]3[CH3:17])=[CH:5][CH:4]=[C:3]1[C:18]#[N:19].Cl.[NH2:21][OH:22], predict the reaction product. The product is: [OH:22]/[N:21]=[C:12]1\[CH2:11][CH:10]([CH3:17])[C:9]2[C:13]\1=[CH:14][CH:15]=[C:7]([C:6]1[N:2]([CH3:1])[C:3]([C:18]#[N:19])=[CH:4][CH:5]=1)[CH:8]=2. (9) Given the reactants C(O[C:6](=O)[NH:7][CH2:8][CH2:9][C:10]1[C:18]2[C:13](=[CH:14][C:15]([I:19])=[CH:16][CH:17]=2)[NH:12][CH:11]=1)(C)(C)C.C(O)(C(F)(F)F)=O.[O:28]1[CH2:33][CH2:32]C(=O)[CH2:30][CH2:29]1, predict the reaction product. The product is: [I:19][C:15]1[CH:14]=[C:13]2[C:18]([C:10]3[CH2:9][CH2:8][NH:7][C:6]4([C:11]=3[NH:12]2)[CH2:32][CH2:33][O:28][CH2:29][CH2:30]4)=[CH:17][CH:16]=1. (10) The product is: [OH:24][C:7]1[CH:6]=[C:3]2[C:2](=[CH:9][CH:8]=1)[O:1][CH:13]([C:12]([F:22])([F:21])[F:11])[C:30]([C:29]([O:32][CH2:33][CH3:34])=[O:31])=[CH:4]2. Given the reactants [OH:1][C:2]1[CH:9]=[C:8](O)[CH:7]=[CH:6][C:3]=1[CH:4]=O.[F:11][C:12]([F:22])([F:21])[CH2:13]/C=C/C(OCC)=O.C(=O)([O-])[O-:24].[K+].[K+].[C:29]([O:32][CH2:33][CH3:34])(=[O:31])[CH3:30], predict the reaction product.